From a dataset of NCI-60 drug combinations with 297,098 pairs across 59 cell lines. Regression. Given two drug SMILES strings and cell line genomic features, predict the synergy score measuring deviation from expected non-interaction effect. (1) Drug 1: C1CN1C2=NC(=NC(=N2)N3CC3)N4CC4. Drug 2: C1CNP(=O)(OC1)N(CCCl)CCCl. Cell line: HT29. Synergy scores: CSS=34.2, Synergy_ZIP=-6.07, Synergy_Bliss=-0.446, Synergy_Loewe=-54.9, Synergy_HSA=-1.60. (2) Drug 1: CS(=O)(=O)C1=CC(=C(C=C1)C(=O)NC2=CC(=C(C=C2)Cl)C3=CC=CC=N3)Cl. Drug 2: CC1C(C(CC(O1)OC2CC(CC3=C2C(=C4C(=C3O)C(=O)C5=CC=CC=C5C4=O)O)(C(=O)C)O)N)O. Cell line: MOLT-4. Synergy scores: CSS=41.6, Synergy_ZIP=-1.56, Synergy_Bliss=-3.88, Synergy_Loewe=-28.6, Synergy_HSA=-3.63. (3) Drug 1: CC1=C2C(C(=O)C3(C(CC4C(C3C(C(C2(C)C)(CC1OC(=O)C(C(C5=CC=CC=C5)NC(=O)OC(C)(C)C)O)O)OC(=O)C6=CC=CC=C6)(CO4)OC(=O)C)O)C)O. Drug 2: C(CN)CNCCSP(=O)(O)O. Cell line: 786-0. Synergy scores: CSS=10.3, Synergy_ZIP=-3.54, Synergy_Bliss=-3.04, Synergy_Loewe=-23.9, Synergy_HSA=-5.31. (4) Drug 1: CC1CCC2CC(C(=CC=CC=CC(CC(C(=O)C(C(C(=CC(C(=O)CC(OC(=O)C3CCCCN3C(=O)C(=O)C1(O2)O)C(C)CC4CCC(C(C4)OC)O)C)C)O)OC)C)C)C)OC. Cell line: CAKI-1. Drug 2: CCN(CC)CCCC(C)NC1=C2C=C(C=CC2=NC3=C1C=CC(=C3)Cl)OC. Synergy scores: CSS=28.7, Synergy_ZIP=-5.25, Synergy_Bliss=7.06, Synergy_Loewe=-6.47, Synergy_HSA=0.273. (5) Drug 1: CN1C(=O)N2C=NC(=C2N=N1)C(=O)N. Drug 2: C(CCl)NC(=O)N(CCCl)N=O. Cell line: OVCAR-4. Synergy scores: CSS=3.24, Synergy_ZIP=-0.400, Synergy_Bliss=1.98, Synergy_Loewe=-1.51, Synergy_HSA=0.0110. (6) Drug 1: C1CCN(CC1)CCOC2=CC=C(C=C2)C(=O)C3=C(SC4=C3C=CC(=C4)O)C5=CC=C(C=C5)O. Drug 2: CC1C(C(CC(O1)OC2CC(CC3=C2C(=C4C(=C3O)C(=O)C5=C(C4=O)C(=CC=C5)OC)O)(C(=O)CO)O)N)O.Cl. Cell line: T-47D. Synergy scores: CSS=44.5, Synergy_ZIP=1.70, Synergy_Bliss=1.46, Synergy_Loewe=4.53, Synergy_HSA=4.86.